This data is from Catalyst prediction with 721,799 reactions and 888 catalyst types from USPTO. The task is: Predict which catalyst facilitates the given reaction. (1) Reactant: [NH:1]1[CH2:6][CH2:5][CH:4]([N:7]2[C:15]3[C:10](=[CH:11][CH:12]=[C:13]([C:16]([NH2:18])=[O:17])[CH:14]=3)[CH:9]=[CH:8]2)[CH2:3][CH2:2]1.[CH3:19][O:20][C:21]1[C:30]([CH2:31][CH:32]=O)=[C:29]2[C:24]([C:25](=[O:36])[CH2:26][C:27]([CH3:35])([CH3:34])[O:28]2)=[CH:23][CH:22]=1.C(O[BH-](OC(=O)C)OC(=O)C)(=O)C.[Na+].C(=O)(O)[O-].[Na+]. Product: [CH3:19][O:20][C:21]1[C:30]([CH2:31][CH2:32][N:1]2[CH2:2][CH2:3][CH:4]([N:7]3[C:15]4[C:10](=[CH:11][CH:12]=[C:13]([C:16]([NH2:18])=[O:17])[CH:14]=4)[CH:9]=[CH:8]3)[CH2:5][CH2:6]2)=[C:29]2[C:24]([C:25](=[O:36])[CH2:26][C:27]([CH3:35])([CH3:34])[O:28]2)=[CH:23][CH:22]=1. The catalyst class is: 322. (2) Reactant: [CH3:1][C:2]([O:5][C:6]([CH2:8][CH:9]=[CH:10][CH2:11][C:12]([C:19]([O:21]C)=[O:20])=[C:13]([C:15]([O:17]C)=[O:16])[CH3:14])=[O:7])([CH3:4])[CH3:3].[OH-].[K+]. Product: [CH3:4][C:2]([O:5][C:6]([CH2:8][CH:9]=[CH:10][CH2:11][C:12]([C:19]([OH:21])=[O:20])=[C:13]([C:15]([OH:17])=[O:16])[CH3:14])=[O:7])([CH3:1])[CH3:3]. The catalyst class is: 19.